Dataset: Catalyst prediction with 721,799 reactions and 888 catalyst types from USPTO. Task: Predict which catalyst facilitates the given reaction. (1) Reactant: [Cl-].[CH3:2][O:3][CH2:4][P+](C1C=CC=CC=1)(C1C=CC=CC=1)C1C=CC=CC=1.CC(C)([O-])C.[K+].[O:30]=[C:31]1[CH2:36][CH2:35][CH2:34][CH2:33][N:32]1[C:37]1[C:42]([CH:43]=O)=[CH:41][CH:40]=[CH:39][N:38]=1. Product: [CH3:2][O:3][CH:4]=[CH:43][C:42]1[C:37]([N:32]2[CH2:33][CH2:34][CH2:35][CH2:36][C:31]2=[O:30])=[N:38][CH:39]=[CH:40][CH:41]=1. The catalyst class is: 83. (2) Reactant: [CH3:1][CH2:2][CH2:3][C:4](Cl)=[O:5].[C:7]1([C:13]2[CH:14]=[C:15]3[C:21]([NH2:22])=[N:20][NH:19][C:16]3=[N:17][N:18]=2)[CH:12]=[CH:11][CH:10]=[CH:9][CH:8]=1.Cl. Product: [C:7]1([C:13]2[CH:14]=[C:15]3[C:21]([NH:22][C:4](=[O:5])[CH2:3][CH2:2][CH3:1])=[N:20][NH:19][C:16]3=[N:17][N:18]=2)[CH:8]=[CH:9][CH:10]=[CH:11][CH:12]=1. The catalyst class is: 17.